This data is from Reaction yield outcomes from USPTO patents with 853,638 reactions. The task is: Predict the reaction yield, written as a fraction of the theoretical maximum amount of product (1.0 means a 100% yield; for example, 0.34 means a 34% yield). (1) The reactants are [Cl:1][C:2]1[CH:3]=[C:4]([CH:24]=[C:25]([O:28][CH3:29])[C:26]=1[OH:27])/[CH:5]=[C:6]1/[C:7](=[O:23])[N:8]2[C:13]([C:14]3[CH:15]=[C:16]([CH:20]=[CH:21][CH:22]=3)[C:17](O)=[O:18])=[CH:12][N:11]=[C:9]2[S:10]/1.Cl.[F:31][C:32]1[CH:33]=[C:34]([CH2:38][CH2:39][NH:40][CH3:41])[CH:35]=[CH:36][CH:37]=1. The product is [Cl:1][C:2]1[CH:3]=[C:4](/[CH:5]=[C:6]2/[C:7](=[O:23])[N:11]3[CH:12]=[C:13]([C:14]4[CH:15]=[C:16]([CH:20]=[CH:21][CH:22]=4)[C:17]([N:40]([CH2:39][CH2:38][C:34]4[CH:35]=[CH:36][CH:37]=[C:32]([F:31])[CH:33]=4)[CH3:41])=[O:18])[N:8]=[C:9]3[S:10]/2)[CH:24]=[C:25]([O:28][CH3:29])[C:26]=1[OH:27]. The yield is 0.360. No catalyst specified. (2) The reactants are [Br:1][C:2]1[CH:7]=[CH:6][CH:5]=[CH:4][C:3]=1[NH:8][N:9]=[C:10]([C:16]#[N:17])[C:11]([NH:13][CH2:14][CH3:15])=[O:12].[Cl-].[Al+3].[Cl-].[Cl-].[C@H](O)(C([O-])=O)[C@@H](O)C([O-])=O.[Na+].[K+]. The catalyst is C1(C)C=CC=CC=1.C(OCC)(=O)C. The product is [NH2:17][C:16]1[C:4]2[C:3](=[C:2]([Br:1])[CH:7]=[CH:6][CH:5]=2)[N:8]=[N:9][C:10]=1[C:11]([NH:13][CH2:14][CH3:15])=[O:12]. The yield is 0.690. (3) The product is [CH2:12]([O:16][C:17]([C@:19]1([NH:24][C:35]([O:34][C:31]([CH3:33])([CH3:32])[CH3:30])=[O:36])[CH2:23][CH2:22][O:21][CH2:20]1)=[O:18])[CH2:13][CH2:14][CH3:15]. The catalyst is O. The yield is 0.950. The reactants are C(O)(=O)[C@H](C1C=CC=CC=1)O.[CH2:12]([O:16][C:17]([C@:19]1([NH2:24])[CH2:23][CH2:22][O:21][CH2:20]1)=[O:18])[CH2:13][CH2:14][CH3:15].C([O-])(O)=O.[Na+].[CH3:30][C:31]([O:34][C:35](O[C:35]([O:34][C:31]([CH3:33])([CH3:32])[CH3:30])=[O:36])=[O:36])([CH3:33])[CH3:32]. (4) The reactants are [N+:1]([C:4]1[C:5]([NH2:11])=[C:6]([NH2:10])[CH:7]=[CH:8][CH:9]=1)([O-:3])=[O:2].[CH3:12][C:13]([CH:15]=O)=O.O. The catalyst is C(O)C. The product is [CH3:15][C:13]1[CH:12]=[N:10][C:6]2[C:5](=[C:4]([N+:1]([O-:3])=[O:2])[CH:9]=[CH:8][CH:7]=2)[N:11]=1. The yield is 0.670. (5) The reactants are [Cl:1][O-].[Na+].[NH:4]1[C:8]([C:9]([O:11][CH2:12][CH3:13])=[O:10])=[CH:7][C:6]([C:14]([O:16][CH2:17][CH3:18])=[O:15])=[N:5]1. The catalyst is CC(O)=O. The product is [CH2:12]([O:11][C:9]([C:8]1[C:7]([Cl:1])=[C:6]([C:14]([O:16][CH2:17][CH3:18])=[O:15])[NH:5][N:4]=1)=[O:10])[CH3:13]. The yield is 0.660. (6) The reactants are Cl.[O:2]=[C:3]1[NH:11][C:10]2[C:5](=[N:6][C:7]([C:12]3[CH:13]=[N:14][N:15]4[CH:20]=[CH:19][C:18]([C:21]#[N:22])=[CH:17][C:16]=34)=[N:8][CH:9]=2)[N:4]1[C@H:23]1[CH2:28][CH2:27][CH2:26][NH:25][CH2:24]1.[C:29]([CH2:31][C:32](ON1C(=O)CCC1=O)=[O:33])#[N:30]. The catalyst is CN(C=O)C. The product is [C:29]([CH2:31][C:32]([N:25]1[CH2:26][CH2:27][CH2:28][C@H:23]([N:4]2[C:3](=[O:2])[NH:11][C:10]3[C:5]2=[N:6][C:7]([C:12]2[CH:13]=[N:14][N:15]4[CH:20]=[CH:19][C:18]([C:21]#[N:22])=[CH:17][C:16]=24)=[N:8][CH:9]=3)[CH2:24]1)=[O:33])#[N:30]. The yield is 0.290. (7) The reactants are [F:1][C:2]([F:31])([F:30])[C@@H:3]([NH:25][S:26]([CH3:29])(=[O:28])=[O:27])[C:4]1[CH:9]=[CH:8][C:7]([CH2:10][NH:11][CH2:12][C@H:13]([O:17][C:18]2[CH:23]=[CH:22][C:21]([F:24])=[CH:20][N:19]=2)[CH2:14][O:15][CH3:16])=[CH:6][CH:5]=1.[ClH:32]. The catalyst is CCO. The product is [ClH:32].[F:31][C:2]([F:1])([F:30])[C@@H:3]([NH:25][S:26]([CH3:29])(=[O:28])=[O:27])[C:4]1[CH:5]=[CH:6][C:7]([CH2:10][NH:11][CH2:12][C@H:13]([O:17][C:18]2[CH:23]=[CH:22][C:21]([F:24])=[CH:20][N:19]=2)[CH2:14][O:15][CH3:16])=[CH:8][CH:9]=1. The yield is 0.894. (8) The reactants are [CH3:1][C:2]1([CH3:12])[O:6][C:5](=[CH:7][C:8](Cl)=[O:9])[C:4](=[O:11])[O:3]1.[F:13][C:14]1[CH:15]=[C:16]([CH:21]=[CH:22][C:23]=1[CH3:24])[CH2:17][NH:18][O:19][CH3:20]. No catalyst specified. The product is [CH3:1][C:2]1([CH3:12])[O:6][C:5](=[CH:7][C:8]([N:18]([CH2:17][C:16]2[CH:21]=[CH:22][C:23]([CH3:24])=[C:14]([F:13])[CH:15]=2)[O:19][CH3:20])=[O:9])[C:4](=[O:11])[O:3]1. The yield is 1.00. (9) The reactants are [Br:1][C:2]1[CH:11]=[C:10]2[C:5]([CH:6]=[CH:7][O:8][C:9]2=O)=[C:4]([N+:13]([O-:15])=[O:14])[CH:3]=1.[NH3:16]. The catalyst is CO. The product is [Br:1][C:2]1[CH:11]=[C:10]2[C:5]([CH:6]=[CH:7][NH:16][C:9]2=[O:8])=[C:4]([N+:13]([O-:15])=[O:14])[CH:3]=1. The yield is 0.830.